Dataset: Full USPTO retrosynthesis dataset with 1.9M reactions from patents (1976-2016). Task: Predict the reactants needed to synthesize the given product. Given the product [NH:1]1[C:9]2[CH:8]=[CH:7][CH:6]=[C:5]3[CH2:10][CH2:11][N:12]([C:14]([O:16][C:17]([CH3:20])([CH3:19])[CH3:18])=[O:15])[CH2:13][C@H:3]([C:4]=23)[CH2:2]1, predict the reactants needed to synthesize it. The reactants are: [NH:1]1[C:9]2[CH:8]=[CH:7][CH:6]=[C:5]3[CH2:10][CH2:11][N:12]([C:14]([O:16][C:17]([CH3:20])([CH3:19])[CH3:18])=[O:15])[CH2:13][CH:3]([C:4]=23)[CH2:2]1.